From a dataset of Forward reaction prediction with 1.9M reactions from USPTO patents (1976-2016). Predict the product of the given reaction. (1) Given the reactants [CH3:1][N:2]1[C:10]2[C:5](=[CH:6][C:7]([CH2:11][NH2:12])=[CH:8][CH:9]=2)[CH:4]=[N:3]1.[Br:13][C:14]1[CH:19]=[CH:18][C:17]([S:20](Cl)(=[O:22])=[O:21])=[C:16]([CH2:24][CH3:25])[CH:15]=1, predict the reaction product. The product is: [Br:13][C:14]1[CH:19]=[CH:18][C:17]([S:20]([NH:12][CH2:11][C:7]2[CH:6]=[C:5]3[C:10](=[CH:9][CH:8]=2)[N:2]([CH3:1])[N:3]=[CH:4]3)(=[O:22])=[O:21])=[C:16]([CH2:24][CH3:25])[CH:15]=1. (2) Given the reactants [Cl:1][C:2]1[CH:3]=[C:4]([CH:7]=[CH:8][C:9]=1[Cl:10])[CH:5]=[O:6].[Cl:11][C:12]1[CH:17]=[CH:16][C:15]([Mg]Br)=[CH:14][CH:13]=1, predict the reaction product. The product is: [Cl:11][C:12]1[CH:17]=[CH:16][C:15]([CH:5]([C:4]2[CH:7]=[CH:8][C:9]([Cl:10])=[C:2]([Cl:1])[CH:3]=2)[OH:6])=[CH:14][CH:13]=1. (3) Given the reactants [NH2:1][CH:2]1[CH2:7][CH2:6][O:5][CH2:4][CH2:3]1.C[Al](C)C.C([O:14][C:15]([C:17]1[S:21][C:20](/[CH:22]=[CH:23]/[C:24]2[C:25]([C:30]3[CH:35]=[CH:34][CH:33]=[CH:32][CH:31]=3)=[N:26][O:27][C:28]=2[CH3:29])=[N:19][CH:18]=1)=O)C, predict the reaction product. The product is: [O:5]1[CH2:6][CH2:7][CH:2]([NH:1][C:15]([C:17]2[S:21][C:20](/[CH:22]=[CH:23]/[C:24]3[C:25]([C:30]4[CH:35]=[CH:34][CH:33]=[CH:32][CH:31]=4)=[N:26][O:27][C:28]=3[CH3:29])=[N:19][CH:18]=2)=[O:14])[CH2:3][CH2:4]1. (4) Given the reactants [CH3:1][S:2](Cl)(=[O:4])=[O:3].ClCCl.[NH2:9][C:10]1[CH:20]=[CH:19][C:13]([C:14]([O:16][CH2:17][CH3:18])=[O:15])=[CH:12][CH:11]=1.N1C=CC=CC=1, predict the reaction product. The product is: [CH3:1][S:2]([NH:9][C:10]1[CH:11]=[CH:12][C:13]([C:14]([O:16][CH2:17][CH3:18])=[O:15])=[CH:19][CH:20]=1)(=[O:4])=[O:3].